Predict the reactants needed to synthesize the given product. From a dataset of Full USPTO retrosynthesis dataset with 1.9M reactions from patents (1976-2016). Given the product [CH2:1]([C:3]1[N:13]([CH2:14][C:15]2[CH:20]=[CH:19][C:18]([C:21]#[C:22][CH2:23][N:34]3[CH2:35][CH2:36][CH:31]([N:25]4[CH2:30][CH2:29][CH2:28][CH2:27][CH2:26]4)[CH2:32][CH2:33]3)=[CH:17][CH:16]=2)[C:6]2=[N:7][C:8]([CH3:12])=[CH:9][C:10]([CH3:11])=[C:5]2[N:4]=1)[CH3:2], predict the reactants needed to synthesize it. The reactants are: [CH2:1]([C:3]1[N:13]([CH2:14][C:15]2[CH:20]=[CH:19][C:18]([CH2:21][C:22]#[C:23]O)=[CH:17][CH:16]=2)[C:6]2=[N:7][C:8]([CH3:12])=[CH:9][C:10]([CH3:11])=[C:5]2[N:4]=1)[CH3:2].[N:25]1([CH:31]2[CH2:36][CH2:35][NH:34][CH2:33][CH2:32]2)[CH2:30][CH2:29][CH2:28][CH2:27][CH2:26]1.